Dataset: Catalyst prediction with 721,799 reactions and 888 catalyst types from USPTO. Task: Predict which catalyst facilitates the given reaction. (1) Reactant: [Cl:1][C:2]1[C:3]([O:12][C:13]2[CH:18]=[C:17]([O:19][CH2:20][CH2:21][O:22][CH3:23])[CH:16]=[CH:15][C:14]=2[CH2:24][CH2:25][CH2:26][NH2:27])=[N:4][CH:5]=[C:6]([C:8]([F:11])([F:10])[F:9])[CH:7]=1.N1C=CC=CC=1.[CH3:34][CH:35]([S:37](Cl)(=[O:39])=[O:38])[CH3:36].Cl. Product: [Cl:1][C:2]1[C:3]([O:12][C:13]2[CH:18]=[C:17]([O:19][CH2:20][CH2:21][O:22][CH3:23])[CH:16]=[CH:15][C:14]=2[CH2:24][CH2:25][CH2:26][NH:27][S:37]([CH:35]([CH3:36])[CH3:34])(=[O:39])=[O:38])=[N:4][CH:5]=[C:6]([C:8]([F:9])([F:11])[F:10])[CH:7]=1. The catalyst class is: 13. (2) Reactant: [NH2:1][C:2]1[CH:7]=[CH:6][C:5]([S:8][C:9]2[C:18]3[C:13](=[CH:14][CH:15]=[CH:16][CH:17]=3)[NH:12]/[C:11](=[C:19]3/[C:20]([CH2:25][CH2:26][CH3:27])=[N:21][NH:22][C:23]/3=[O:24])/[CH:10]=2)=[CH:4][CH:3]=1.[CH:28]1([C:32](Cl)=[O:33])[CH2:31][CH2:30][CH2:29]1. Product: [O:24]=[C:23]1[NH:22][N:21]=[C:20]([CH2:25][CH2:26][CH3:27])/[C:19]/1=[C:11]1/[NH:12][C:13]2[C:18]([C:9]([S:8][C:5]3[CH:4]=[CH:3][C:2]([NH:1][C:32]([CH:28]4[CH2:31][CH2:30][CH2:29]4)=[O:33])=[CH:7][CH:6]=3)=[CH:10]/1)=[CH:17][CH:16]=[CH:15][CH:14]=2. The catalyst class is: 1. (3) Reactant: [CH3:1][C:2]1[CH:3]=[C:4]([CH:6]=[C:7]([CH3:9])[CH:8]=1)[NH2:5].[Cl-].[Al+3].[Cl-].[Cl-].[C:14]1([C:31]2[CH:36]=[CH:35][CH:34]=[CH:33][CH:32]=2)[CH:19]=[CH:18][CH:17]=[CH:16][C:15]=1[C:20]1O[C:22]([C:25]2[CH:30]=[CH:29][CH:28]=[CH:27][CH:26]=2)=[N:23][N:24]=1.CN1C(=O)CCC1. Product: [C:14]1([C:31]2[CH:32]=[CH:33][CH:34]=[CH:35][CH:36]=2)[CH:19]=[CH:18][CH:17]=[CH:16][C:15]=1[C:20]1[N:5]([C:4]2[CH:6]=[C:7]([CH3:9])[CH:8]=[C:2]([CH3:1])[CH:3]=2)[C:22]([C:25]2[CH:26]=[CH:27][CH:28]=[CH:29][CH:30]=2)=[N:23][N:24]=1. The catalyst class is: 84. (4) Reactant: [OH:1][C:2]1[N:6]([CH3:7])[N:5]=[C:4]([C:8]([F:11])([F:10])[F:9])[CH:3]=1.[C:12](=[O:15])([O-])[O-].[K+].[K+].C=O.[CH:20]1(Br)[CH2:24][CH2:23][CH2:22][CH2:21]1. Product: [CH:20]1([O:1][C:2]2[N:6]([CH3:7])[N:5]=[C:4]([C:8]([F:11])([F:10])[F:9])[C:3]=2[CH2:12][OH:15])[CH2:24][CH2:23][CH2:22][CH2:21]1. The catalyst class is: 384.